Dataset: Full USPTO retrosynthesis dataset with 1.9M reactions from patents (1976-2016). Task: Predict the reactants needed to synthesize the given product. Given the product [CH3:19][NH:6][C:5]1[CH:7]=[CH:8][C:9]2[O:10][CH2:1][O:2][C:3]=2[CH:4]=1, predict the reactants needed to synthesize it. The reactants are: [CH2:1]1[O:10][C:9]2[CH:8]=[CH:7][C:5]([NH2:6])=[CH:4][C:3]=2[O:2]1.[H-].[Al+3].[Li+].[H-].[H-].[H-].[OH-].[Na+].[CH:19](O)=O.